From a dataset of Full USPTO retrosynthesis dataset with 1.9M reactions from patents (1976-2016). Predict the reactants needed to synthesize the given product. (1) Given the product [F:2][C:3]1[CH:4]=[CH:5][C:6]([C:7]([CH:9]2[CH2:14][CH2:13][N:12]([CH2:18][CH2:19][CH2:20][OH:21])[CH2:11][CH2:10]2)=[O:8])=[CH:15][CH:16]=1, predict the reactants needed to synthesize it. The reactants are: Br.[F:2][C:3]1[CH:16]=[CH:15][C:6]([C:7]([CH:9]2[CH2:14][CH2:13][NH:12][CH2:11][CH2:10]2)=[O:8])=[CH:5][CH:4]=1.Br[CH2:18][CH2:19][CH2:20][OH:21].C(=O)([O-])[O-].[K+].[K+]. (2) Given the product [F:1][CH:2]([F:36])[CH2:3][NH:4][C:21]1[CH:22]=[N:23][CH:24]=[CH:25][C:26]=1[C:27]1[C:28]([O:34][CH3:35])=[N:40][CH:30]=[CH:31][CH:32]=1, predict the reactants needed to synthesize it. The reactants are: [F:1][CH:2]([F:36])[CH2:3][N:4]([C:21]1[CH:22]=[N:23][CH:24]=[CH:25][C:26]=1[C:27]1[CH:32]=[CH:31][C:30](F)=C[C:28]=1[O:34][CH3:35])C(=O)C1C=C(C(F)(F)F)N=C(C(F)(F)F)C=1.COC1C(B(O)O)=CC=C[N:40]=1. (3) Given the product [CH2:1]([O:3][C:4](=[O:12])[C:5]1[CH:10]=[CH:9][C:8]([N:11]=[CH:17][C:16]2[CH:15]=[C:14]([F:13])[CH:21]=[C:20]([F:22])[CH:19]=2)=[CH:7][CH:6]=1)[CH3:2], predict the reactants needed to synthesize it. The reactants are: [CH2:1]([O:3][C:4](=[O:12])[C:5]1[CH:10]=[CH:9][C:8]([NH2:11])=[CH:7][CH:6]=1)[CH3:2].[F:13][C:14]1[CH:15]=[C:16]([CH:19]=[C:20]([F:22])[CH:21]=1)[CH:17]=O. (4) Given the product [CH3:26][N:4]1[C:5]2[C:10](=[CH:9][CH:8]=[C:7]([S:11]([O:14][C:15]3[C:20]([F:21])=[C:19]([F:22])[C:18]([F:23])=[C:17]([F:24])[C:16]=3[F:25])(=[O:13])=[O:12])[CH:6]=2)[C:2]([C:34]2[CH:35]=[CH:36][C:37]([C:39]([F:42])([F:40])[F:41])=[CH:38][C:33]=2[C:32]2[N:28]([CH3:27])[N:29]=[CH:30][CH:31]=2)=[CH:3]1, predict the reactants needed to synthesize it. The reactants are: Br[C:2]1[C:10]2[C:5](=[CH:6][C:7]([S:11]([O:14][C:15]3[C:20]([F:21])=[C:19]([F:22])[C:18]([F:23])=[C:17]([F:24])[C:16]=3[F:25])(=[O:13])=[O:12])=[CH:8][CH:9]=2)[N:4]([CH3:26])[CH:3]=1.[CH3:27][N:28]1[C:32]([C:33]2[CH:38]=[C:37]([C:39]([F:42])([F:41])[F:40])[CH:36]=[CH:35][C:34]=2B(O)O)=[CH:31][CH:30]=[N:29]1.P([O-])([O-])([O-])=O.[K+].[K+].[K+]. (5) Given the product [Cl:9][C:4]1[CH:3]=[C:2]([B:10]2[O:14][C:13]([CH3:16])([CH3:15])[C:12]([CH3:18])([CH3:17])[O:11]2)[CH:7]=[CH:6][C:5]=1[OH:8], predict the reactants needed to synthesize it. The reactants are: Br[C:2]1[CH:7]=[CH:6][C:5]([OH:8])=[C:4]([Cl:9])[CH:3]=1.[B:10]1([B:10]2[O:14][C:13]([CH3:16])([CH3:15])[C:12]([CH3:18])([CH3:17])[O:11]2)[O:14][C:13]([CH3:16])([CH3:15])[C:12]([CH3:18])([CH3:17])[O:11]1.C([O-])(=O)C.[K+]. (6) Given the product [Cl:1][C:2]1[CH:3]=[C:4]([CH:26]=[CH:27][CH:28]=1)[CH2:5][NH:6][C:7]([C:9]1[CH:25]=[CH:24][C:12]2[S:13][C:14]3[CH:22]=[CH:21][C:20]([F:23])=[CH:19][C:15]=3[C:16]([C:35]3[CH:34]=[CH:33][CH:32]=[C:31]([Cl:30])[CH:36]=3)=[N:17][C:11]=2[CH:10]=1)=[O:8], predict the reactants needed to synthesize it. The reactants are: [Cl:1][C:2]1[CH:3]=[C:4]([CH:26]=[CH:27][CH:28]=1)[CH2:5][NH:6][C:7]([C:9]1[CH:25]=[CH:24][C:12]2[S:13][C:14]3[CH:22]=[CH:21][C:20]([F:23])=[CH:19][C:15]=3[C:16](Cl)=[N:17][C:11]=2[CH:10]=1)=[O:8].[Br-].[Cl:30][C:31]1[CH:32]=[C:33]([Zn+])[CH:34]=[CH:35][CH:36]=1.